From a dataset of Forward reaction prediction with 1.9M reactions from USPTO patents (1976-2016). Predict the product of the given reaction. Given the reactants [CH2:1]([N:8]([CH2:17][C:18]1[CH:23]=[CH:22][CH:21]=[CH:20][CH:19]=1)[C:9]1[CH:14]=[C:13](Br)[CH:12]=[CH:11][C:10]=1[CH3:16])[C:2]1[CH:7]=[CH:6][CH:5]=[CH:4][CH:3]=1.[C:24]([O:28][CH3:29])(=[O:27])[CH:25]=[CH2:26].C1(C)C=CC=CC=1P(C1C=CC=CC=1C)C1C=CC=CC=1C, predict the reaction product. The product is: [CH2:1]([N:8]([CH2:17][C:18]1[CH:23]=[CH:22][CH:21]=[CH:20][CH:19]=1)[C:9]1[CH:14]=[C:13](/[CH:26]=[CH:25]/[C:24]([O:28][CH3:29])=[O:27])[CH:12]=[CH:11][C:10]=1[CH3:16])[C:2]1[CH:7]=[CH:6][CH:5]=[CH:4][CH:3]=1.